From a dataset of Full USPTO retrosynthesis dataset with 1.9M reactions from patents (1976-2016). Predict the reactants needed to synthesize the given product. (1) Given the product [CH2:7]([C:8]1[CH:9]=[CH:10][C:11]([NH2:14])=[C:12]([N+:22]([O-:24])=[O:23])[CH:13]=1)[C:4]1[CH:3]=[CH:2][CH:1]=[CH:6][CH:5]=1, predict the reactants needed to synthesize it. The reactants are: [CH:1]1[CH:6]=[CH:5][C:4]([CH2:7][C:8]2[CH:13]=[CH:12][C:11]([NH2:14])=[CH:10][CH:9]=2)=[CH:3][CH:2]=1.C(OC(=O)C)(=O)C.[N+:22]([O-])([OH:24])=[O:23].Cl.[OH-].[Na+]. (2) Given the product [CH3:1][O:2][C:3]1[CH:4]=[CH:5][C:6]([C:13](=[O:20])[C:14]([CH3:23])([CH3:19])[C:15]([O:17][CH3:18])=[O:16])=[C:7]2[C:12]=1[N:11]=[CH:10][CH:9]=[CH:8]2, predict the reactants needed to synthesize it. The reactants are: [CH3:1][O:2][C:3]1[CH:4]=[CH:5][C:6]([C:13](=[O:20])[CH:14]([CH3:19])[C:15]([O:17][CH3:18])=[O:16])=[C:7]2[C:12]=1[N:11]=[CH:10][CH:9]=[CH:8]2.[H-].[Na+].[CH3:23]I.[Cl-].[NH4+]. (3) Given the product [F:1][C:2]1[C:7]([O:8][CH3:9])=[CH:6][C:5]([O:10][CH3:11])=[C:4]([F:12])[C:3]=1[C:13]1[N:18]=[C:17]2[NH:19][N:20]=[C:21]([C:22]3[CH:31]=[C:30]4[C:25]([CH2:26][CH2:27][N:28]([S:47]([CH3:46])(=[O:49])=[O:48])[CH2:29]4)=[CH:24][CH:23]=3)[C:16]2=[CH:15][N:14]=1, predict the reactants needed to synthesize it. The reactants are: [F:1][C:2]1[C:7]([O:8][CH3:9])=[CH:6][C:5]([O:10][CH3:11])=[C:4]([F:12])[C:3]=1[C:13]1[N:18]=[C:17]2[NH:19][N:20]=[C:21]([C:22]3[CH:31]=[C:30]4[C:25]([CH2:26][CH2:27][N:28](C(OC(C)(C)C)=O)[CH2:29]4)=[CH:24][CH:23]=3)[C:16]2=[CH:15][N:14]=1.C(O)(C(F)(F)F)=O.[CH3:46][S:47](Cl)(=[O:49])=[O:48]. (4) Given the product [C:3]([C:6]1[CH:7]=[C:8]([N:12]2[C:20]3[C:15](=[CH:16][CH:17]=[CH:18][CH:19]=3)[C:14]([CH2:21][CH2:22][OH:23])=[C:13]2[C:27]([OH:29])=[O:28])[CH:9]=[CH:10][CH:11]=1)([OH:5])=[O:4], predict the reactants needed to synthesize it. The reactants are: [Li+].[BH4-].[C:3]([C:6]1[CH:7]=[C:8]([N:12]2[C:20]3[C:15](=[CH:16][CH:17]=[CH:18][CH:19]=3)[C:14]([CH2:21][C:22](OCC)=[O:23])=[C:13]2[C:27]([OH:29])=[O:28])[CH:9]=[CH:10][CH:11]=1)([OH:5])=[O:4]. (5) The reactants are: [CH2:1]([O:8][C:9]([N:11]1[C@H:16]([CH2:17][OH:18])[CH2:15][CH2:14][C@H:13]([C:19]([OH:21])=O)[CH2:12]1)=[O:10])[C:2]1[CH:7]=[CH:6][CH:5]=[CH:4][CH:3]=1.CN(C(ON1N=NC2C=CC=NC1=2)=[N+](C)C)C.F[P-](F)(F)(F)(F)F.Cl.[Cl:47][C:48]1[C:49]([CH2:54][NH2:55])=[N:50][CH:51]=[CH:52][N:53]=1.CCN(CC)CC. Given the product [Cl:47][C:48]1[C:49]([CH2:54][NH:55][C:19]([C@H:13]2[CH2:12][N:11]([C:9]([O:8][CH2:1][C:2]3[CH:3]=[CH:4][CH:5]=[CH:6][CH:7]=3)=[O:10])[C@H:16]([CH2:17][OH:18])[CH2:15][CH2:14]2)=[O:21])=[N:50][CH:51]=[CH:52][N:53]=1, predict the reactants needed to synthesize it. (6) The reactants are: C[O:2][C:3](=[O:16])[C:4]1[C:9]([O:10][CH3:11])=[C:8]([C:12]([O:14][CH3:15])=[O:13])[CH:7]=[N:6][CH:5]=1.[OH-].[Na+]. Given the product [CH3:11][O:10][C:9]1[C:4]([C:3]([OH:16])=[O:2])=[CH:5][N:6]=[CH:7][C:8]=1[C:12]([O:14][CH3:15])=[O:13], predict the reactants needed to synthesize it.